Regression. Given a peptide amino acid sequence and an MHC pseudo amino acid sequence, predict their binding affinity value. This is MHC class II binding data. From a dataset of Peptide-MHC class II binding affinity with 134,281 pairs from IEDB. (1) The peptide sequence is QVESTAGSLQGQWRG. The MHC is HLA-DQA10501-DQB10301 with pseudo-sequence HLA-DQA10501-DQB10301. The binding affinity (normalized) is 0.407. (2) The peptide sequence is YHLLCLERDLQRLIG. The MHC is DRB1_0901 with pseudo-sequence DRB1_0901. The binding affinity (normalized) is 0. (3) The peptide sequence is NKSLGACPIRTQPRWNYYDSFSAVSEDNLGF. The MHC is DRB1_1301 with pseudo-sequence DRB1_1301. The binding affinity (normalized) is 0.531. (4) The peptide sequence is AAGAATTAAGAASGA. The binding affinity (normalized) is 0.396. The MHC is DRB1_1001 with pseudo-sequence DRB1_1001.